This data is from Full USPTO retrosynthesis dataset with 1.9M reactions from patents (1976-2016). The task is: Predict the reactants needed to synthesize the given product. (1) Given the product [Cl:1][C:2]1[CH:3]=[C:4]([NH:17][C:18]2[C:27]3[C:22](=[CH:23][CH:24]=[C:25]([NH2:28])[CH:26]=3)[N:21]=[CH:20][N:19]=2)[CH:5]=[CH:6][C:7]=1[O:8][CH2:9][C:10]1[CH:15]=[CH:14][CH:13]=[C:12]([F:16])[CH:11]=1, predict the reactants needed to synthesize it. The reactants are: [Cl:1][C:2]1[CH:3]=[C:4]([NH:17][C:18]2[C:27]3[C:22](=[CH:23][CH:24]=[C:25]([N+:28]([O-])=O)[CH:26]=3)[N:21]=[CH:20][N:19]=2)[CH:5]=[CH:6][C:7]=1[O:8][CH2:9][C:10]1[CH:15]=[CH:14][CH:13]=[C:12]([F:16])[CH:11]=1.C(O)(=O)C. (2) Given the product [Cl:18][C:15]1[CH:16]=[CH:17][C:12]([N:11]([CH:10]=[CH2:9])[S:22]([C:25]2[CH:26]=[CH:27][C:28]([CH3:31])=[CH:29][CH:30]=2)(=[O:24])=[O:23])=[C:13]([N+:19]([O-:21])=[O:20])[CH:14]=1, predict the reactants needed to synthesize it. The reactants are: [H-].[Na+].N1C=NC=N1.Br[CH2:9][CH2:10][N:11]([S:22]([C:25]1[CH:30]=[CH:29][C:28]([CH3:31])=[CH:27][CH:26]=1)(=[O:24])=[O:23])[C:12]1[CH:17]=[CH:16][C:15]([Cl:18])=[CH:14][C:13]=1[N+:19]([O-:21])=[O:20].O. (3) Given the product [C:1]([C:5]1[CH:23]=[CH:22][C:8]2[O:9][C:10]3[C:17]([C:18]([F:19])([F:20])[F:21])=[CH:16][CH:15]=[CH:14][C:11]=3[C:12]3[N:13]([C:28]([CH3:30])=[C:25]([CH3:24])[N:26]=3)[C:7]=2[CH:6]=1)([CH3:4])([CH3:2])[CH3:3], predict the reactants needed to synthesize it. The reactants are: [C:1]([C:5]1[CH:23]=[CH:22][C:8]2[O:9][C:10]3[C:17]([C:18]([F:21])([F:20])[F:19])=[CH:16][CH:15]=[CH:14][C:11]=3[CH:12]=[N:13][C:7]=2[CH:6]=1)([CH3:4])([CH3:3])[CH3:2].[CH3:24]/[C:25](/[C:28]([CH3:30])=O)=[N:26]\O. (4) Given the product [Cl:10][C:4]1[CH:3]=[C:2]([B:16]([OH:19])[OH:17])[CH:7]=[C:6]([O:8][CH3:9])[CH:5]=1, predict the reactants needed to synthesize it. The reactants are: Br[C:2]1[CH:7]=[C:6]([O:8][CH3:9])[CH:5]=[C:4]([Cl:10])[CH:3]=1.C([Li])CCC.[B:16](OC)([O:19]C)[O:17]C.Cl. (5) Given the product [O:7]1[CH2:5][CH2:4][CH2:3][CH2:2][CH:1]1[O:6][C:13]1[CH:14]=[CH:15][C:10]([CH:9]=[C:2]2[CH2:3][CH2:4][C:5](=[CH:28][C:27]3[CH:30]=[CH:31][C:24]([O:23][CH:18]4[CH2:19][CH2:20][CH2:21][CH2:22][O:17]4)=[CH:25][CH:26]=3)[C:1]2=[O:6])=[CH:11][CH:12]=1, predict the reactants needed to synthesize it. The reactants are: [C:1]1(=[O:6])[CH2:5][CH2:4][CH2:3][CH2:2]1.[OH-:7].[Na+].[CH:9](=O)[C:10]1[CH:15]=[CH:14][CH:13]=[CH:12][CH:11]=1.[O:17]1[CH2:22][CH2:21][CH2:20][CH2:19][CH:18]1[O:23][C:24]1[CH:31]=[CH:30][C:27]([CH:28]=O)=[CH:26][CH:25]=1. (6) Given the product [C:36]([NH:35][C:33]1[S:32][C:30]2[C:29]([N:34]=1)=[CH:28][CH:27]=[C:26]([O:25][C:24]1[CH:39]=[CH:40][C:41]([F:42])=[C:22]([NH:21][C:6](=[O:8])[C:5]3[CH:9]=[CH:10][C:2]([Cl:1])=[C:3]([C:11]([C:14]#[N:15])([CH3:13])[CH3:12])[CH:4]=3)[CH:23]=1)[N:31]=2)(=[O:38])[CH3:37], predict the reactants needed to synthesize it. The reactants are: [Cl:1][C:2]1[CH:10]=[CH:9][C:5]([C:6]([OH:8])=O)=[CH:4][C:3]=1[C:11]([C:14]#[N:15])([CH3:13])[CH3:12].CN(C)C=O.[NH2:21][C:22]1[CH:23]=[C:24]([CH:39]=[CH:40][C:41]=1[F:42])[O:25][C:26]1[N:31]=[C:30]2[S:32][C:33]([NH:35][C:36](=[O:38])[CH3:37])=[N:34][C:29]2=[CH:28][CH:27]=1.O. (7) Given the product [NH2:1][C:2]1[CH:16]=[CH:15][C:5]([O:6][C:7]2[C:12]([NH2:13])=[C:11]([C:25]#[C:24][CH3:29])[N:10]=[CH:9][N:8]=2)=[CH:4][C:3]=1[Cl:17], predict the reactants needed to synthesize it. The reactants are: [NH2:1][C:2]1[CH:16]=[CH:15][C:5]([O:6][C:7]2[C:12]([NH2:13])=[C:11](I)[N:10]=[CH:9][N:8]=2)=[CH:4][C:3]=1[Cl:17].C[Si](C#C)(C)C.[C:24]1(P(C2C=CC=CC=2)C2C=CC=CC=2)[CH:29]=CC=C[CH:25]=1.[F-].[K+]. (8) The reactants are: O.Cl.[NH:3]1[CH2:8][CH2:7][CH2:6][CH2:5][C:4]1=O.[C:10](Cl)([O:12][CH2:13][CH:14]1[C:26]2[C:21](=[CH:22][CH:23]=[CH:24][CH:25]=2)[C:20]2[C:15]1=[CH:16][CH:17]=[CH:18][CH:19]=2)=[O:11].C(=O)([O-])[O-:29].[Na+].[Na+].O1CCOCC1. Given the product [O:29]=[C:6]1[CH2:7][CH2:8][N:3]([C:10]([O:12][CH2:13][CH:14]2[C:26]3[CH:25]=[CH:24][CH:23]=[CH:22][C:21]=3[C:20]3[C:15]2=[CH:16][CH:17]=[CH:18][CH:19]=3)=[O:11])[CH2:4][CH2:5]1, predict the reactants needed to synthesize it.